From a dataset of TCR-epitope binding with 47,182 pairs between 192 epitopes and 23,139 TCRs. Binary Classification. Given a T-cell receptor sequence (or CDR3 region) and an epitope sequence, predict whether binding occurs between them. The epitope is KRWIILGLNK. The TCR CDR3 sequence is CASSPREMLYNEQFF. Result: 0 (the TCR does not bind to the epitope).